This data is from Full USPTO retrosynthesis dataset with 1.9M reactions from patents (1976-2016). The task is: Predict the reactants needed to synthesize the given product. (1) Given the product [Cl:7][C:8]1[CH:13]=[C:12]([O:14][CH3:15])[CH:11]=[CH:10][C:9]=1[CH2:16][C:17]([C:27]1[CH:28]=[C:29]2[C:24](=[CH:25][CH:26]=1)[N:23]=[CH:22][CH:21]=[N:20]2)=[O:19], predict the reactants needed to synthesize it. The reactants are: C([Mg]Cl)(C)(C)C.[Cl:7][C:8]1[CH:13]=[C:12]([O:14][CH3:15])[CH:11]=[CH:10][C:9]=1[CH2:16][C:17]([OH:19])=O.[N:20]1[C:29]2[C:24](=[CH:25][C:26](C(OC)=O)=[CH:27][CH:28]=2)[N:23]=[CH:22][CH:21]=1.Cl. (2) The reactants are: [F:1][C:2]([F:33])([F:32])[C:3]1[CH:4]=[C:5]([CH:25]=[C:26]([C:28]([F:31])([F:30])[F:29])[CH:27]=1)[CH2:6][N:7]([CH3:24])[C:8](=[O:23])[C:9]1[C:14]([C:15]2[CH:20]=[CH:19][CH:18]=[CH:17][C:16]=2[CH3:21])=[CH:13][C:12](I)=[N:11][CH:10]=1.C(N(CC)CC)C.[SH:41][C:42]1[CH:47]=[CH:46][CH:45]=[CH:44][N:43]=1.C(OCC)(=O)C. Given the product [F:1][C:2]([F:33])([F:32])[C:3]1[CH:4]=[C:5]([CH:25]=[C:26]([C:28]([F:31])([F:30])[F:29])[CH:27]=1)[CH2:6][N:7]([CH3:24])[C:8](=[O:23])[C:9]1[C:14]([C:15]2[CH:20]=[CH:19][CH:18]=[CH:17][C:16]=2[CH3:21])=[CH:13][C:12]([S:41][C:42]2[CH:47]=[CH:46][CH:45]=[CH:44][N:43]=2)=[N:11][CH:10]=1, predict the reactants needed to synthesize it. (3) Given the product [ClH:1].[NH2:2][C:3]1([C:7]2[CH:8]=[CH:9][C:10]([C:13]3[C:14](=[O:31])[C:15]4[CH:20]=[CH:19][C:18](=[O:21])[NH:17][C:16]=4[O:23][C:24]=3[C:25]3[CH:26]=[CH:27][CH:28]=[CH:29][CH:30]=3)=[CH:11][CH:12]=2)[CH2:6][CH2:5][CH2:4]1, predict the reactants needed to synthesize it. The reactants are: [ClH:1].[NH2:2][C:3]1([C:7]2[CH:12]=[CH:11][C:10]([C:13]3[C:14](=[O:31])[C:15]4[C:16]([O:23][C:24]=3[C:25]3[CH:30]=[CH:29][CH:28]=[CH:27][CH:26]=3)=[N:17][C:18]([O:21]C)=[CH:19][CH:20]=4)=[CH:9][CH:8]=2)[CH2:6][CH2:5][CH2:4]1.CO.O. (4) Given the product [Br:13][C:14]1[CH:19]=[CH:18][C:17]([NH:20][C:21]2[O:12][C:3]3[CH:4]=[CH:5][C:6]([C:8]([F:9])([F:10])[F:11])=[CH:7][C:2]=3[N:1]=2)=[CH:16][CH:15]=1, predict the reactants needed to synthesize it. The reactants are: [NH2:1][C:2]1[CH:7]=[C:6]([C:8]([F:11])([F:10])[F:9])[CH:5]=[CH:4][C:3]=1[OH:12].[Br:13][C:14]1[CH:19]=[CH:18][C:17]([N:20]=[C:21]=S)=[CH:16][CH:15]=1. (5) Given the product [Br:25][CH2:17][C:4]1[CH:3]=[C:2]([Cl:1])[CH:7]=[CH:6][C:5]=1[B:8]1[O:16][C:13]([CH3:15])([CH3:14])[C:10]([CH3:11])([CH3:12])[O:9]1, predict the reactants needed to synthesize it. The reactants are: [Cl:1][C:2]1[CH:7]=[CH:6][C:5]([B:8]2[O:16][C:13]([CH3:15])([CH3:14])[C:10]([CH3:12])([CH3:11])[O:9]2)=[C:4]([CH3:17])[CH:3]=1.C1C(=O)N([Br:25])C(=O)C1.CC(N=NC(C#N)(C)C)(C#N)C.C1(=O)NC(=O)CC1. (6) Given the product [CH3:1][N:2]([CH3:25])[S:3]([N:6]1[C:10]([CH:11]([OH:17])[C:12]2[S:13][CH:14]=[CH:15][CH:16]=2)=[CH:9][N:8]=[CH:7]1)(=[O:5])=[O:4], predict the reactants needed to synthesize it. The reactants are: [CH3:1][N:2]([CH3:25])[S:3]([N:6]1[C:10]([CH:11]([OH:17])[C:12]2[S:13][CH:14]=[CH:15][CH:16]=2)=[CH:9][N:8]=[C:7]1[Si](C(C)(C)C)(C)C)(=[O:5])=[O:4].C=O.C([BH3-])#N.[Na+].C(O)(=O)C.